Task: Predict the product of the given reaction.. Dataset: Forward reaction prediction with 1.9M reactions from USPTO patents (1976-2016) (1) Given the reactants Cl[C:2]1[C:3](=[O:16])[NH:4][C:5]2[C:10]([N:11]=1)=[CH:9][C:8]([C:12]([O:14][CH3:15])=[O:13])=[CH:7][CH:6]=2.Cl.[CH3:18][NH:19][CH:20]1[CH2:22][CH2:21]1.CCN(C(C)C)C(C)C, predict the reaction product. The product is: [CH:20]1([N:19]([CH3:18])[C:2]2[C:3](=[O:16])[NH:4][C:5]3[C:10]([N:11]=2)=[CH:9][C:8]([C:12]([O:14][CH3:15])=[O:13])=[CH:7][CH:6]=3)[CH2:22][CH2:21]1. (2) Given the reactants Cl[C:2]1[N:7]=[C:6]([C:8]2[NH:9][C:10]3[C:15]([CH:16]=2)=[CH:14][C:13]([C:17]([O:19][CH2:20][CH3:21])=[O:18])=[CH:12][CH:11]=3)[CH:5]=[CH:4][N:3]=1.[CH3:22][NH2:23], predict the reaction product. The product is: [CH3:22][NH:23][C:2]1[N:7]=[C:6]([C:8]2[NH:9][C:10]3[C:15]([CH:16]=2)=[CH:14][C:13]([C:17]([O:19][CH2:20][CH3:21])=[O:18])=[CH:12][CH:11]=3)[CH:5]=[CH:4][N:3]=1. (3) Given the reactants [Cl:1][C:2]1[CH:7]=[C:6]([Cl:8])[CH:5]=[CH:4][C:3]=1[C:9]1[NH:10][C:11](=[O:23])[C:12]2[N:13]([N:15]=[C:16]([C:18](OCC)=[O:19])[CH:17]=2)[CH:14]=1.[H-].[Al+3].[Li+].[H-].[H-].[H-].CO.Cl, predict the reaction product. The product is: [Cl:1][C:2]1[CH:7]=[C:6]([Cl:8])[CH:5]=[CH:4][C:3]=1[C:9]1[NH:10][C:11](=[O:23])[C:12]2[N:13]([N:15]=[C:16]([CH2:18][OH:19])[CH:17]=2)[CH:14]=1. (4) The product is: [Cl:36][C:33]1[CH:34]=[CH:35][C:30]([C@@:18]2([C:28]#[N:29])[C@H:17]([CH2:38][C:39]([CH3:41])([CH3:40])[CH3:42])[NH:16][C@@H:15]([C:13]([NH:12][CH2:11][C:8]3[CH:9]=[CH:10][C:5]([C:3]([OH:4])=[O:2])=[N:6][CH:7]=3)=[O:14])[C@@H:19]2[C:20]2[CH:25]=[CH:24][CH:23]=[C:22]([Cl:26])[C:21]=2[F:27])=[C:31]([F:37])[CH:32]=1. Given the reactants C[O:2][C:3]([C:5]1[CH:10]=[CH:9][C:8]([CH2:11][NH:12][C:13]([C@H:15]2[C@H:19]([C:20]3[CH:25]=[CH:24][CH:23]=[C:22]([Cl:26])[C:21]=3[F:27])[C@:18]([C:30]3[CH:35]=[CH:34][C:33]([Cl:36])=[CH:32][C:31]=3[F:37])([C:28]#[N:29])[C@H:17]([CH2:38][C:39]([CH3:42])([CH3:41])[CH3:40])[NH:16]2)=[O:14])=[CH:7][N:6]=1)=[O:4].O.[OH-].[Li+], predict the reaction product. (5) The product is: [NH2:4][C@@:5]1([C:22]([OH:23])=[O:29])[CH2:9][CH2:8][CH2:7][C@H:6]1[CH2:10][CH2:11][CH2:12][B:13]([OH:14])[OH:17]. Given the reactants C([NH:4][C@@:5]1([C:22](NC(C)(C)C)=[O:23])[CH2:9][CH2:8][CH2:7][C@H:6]1[CH2:10][CH2:11][CH2:12][B:13]1[O:17]C(C)(C)C(C)(C)[O:14]1)(=O)C.[OH2:29], predict the reaction product. (6) Given the reactants [Cl:1][C:2]1[CH:7]=[CH:6][C:5]([C:8]([N:10]2[CH2:15][CH2:14][C:13]([CH2:22][CH2:23][N:24]3[CH:29]4[CH2:30][CH2:31][CH:25]3[CH2:26][CH:27]([N:32]3[C:36]5[CH:37]=[CH:38][CH:39]=[CH:40][C:35]=5[N:34]=[C:33]3[CH3:41])[CH2:28]4)([C:16]3[CH:21]=[CH:20][CH:19]=[CH:18][CH:17]=3)[CH2:12][CH2:11]2)=[O:9])=[CH:4][C:3]=1[S:42]([NH2:45])(=[O:44])=[O:43].[C:46](Br)(=[O:48])[CH3:47], predict the reaction product. The product is: [C:46]([NH:45][S:42]([C:3]1[CH:4]=[C:5]([C:8]([N:10]2[CH2:11][CH2:12][C:13]([CH2:22][CH2:23][N:24]3[CH:29]4[CH2:30][CH2:31][CH:25]3[CH2:26][CH:27]([N:32]3[C:36]5[CH:37]=[CH:38][CH:39]=[CH:40][C:35]=5[N:34]=[C:33]3[CH3:41])[CH2:28]4)([C:16]3[CH:17]=[CH:18][CH:19]=[CH:20][CH:21]=3)[CH2:14][CH2:15]2)=[O:9])[CH:6]=[CH:7][C:2]=1[Cl:1])(=[O:43])=[O:44])(=[O:48])[CH3:47].